Dataset: Peptide-MHC class I binding affinity with 185,985 pairs from IEDB/IMGT. Task: Regression. Given a peptide amino acid sequence and an MHC pseudo amino acid sequence, predict their binding affinity value. This is MHC class I binding data. (1) The peptide sequence is EEIDWIKTD. The MHC is HLA-B15:01 with pseudo-sequence HLA-B15:01. The binding affinity (normalized) is 0.0847. (2) The peptide sequence is ELVENGKKV. The MHC is HLA-A02:06 with pseudo-sequence HLA-A02:06. The binding affinity (normalized) is 0.153. (3) The peptide sequence is PYIACRTSI. The MHC is H-2-Db with pseudo-sequence H-2-Db. The binding affinity (normalized) is 0.0902. (4) The peptide sequence is RPTPRGTVM. The MHC is HLA-B07:02 with pseudo-sequence HLA-B07:02. The binding affinity (normalized) is 0.987. (5) The peptide sequence is TEGLCVDIPG. The MHC is HLA-B18:01 with pseudo-sequence HLA-B18:01. The binding affinity (normalized) is 0. (6) The MHC is HLA-B15:01 with pseudo-sequence HLA-B15:01. The peptide sequence is ETACLGKAY. The binding affinity (normalized) is 0.0847. (7) The peptide sequence is YFYYNAFHWAI. The MHC is HLA-B08:01 with pseudo-sequence HLA-B08:01. The binding affinity (normalized) is 0.0847. (8) The peptide sequence is TYPVLEEMF. The MHC is HLA-A31:01 with pseudo-sequence HLA-A31:01. The binding affinity (normalized) is 0.0915. (9) The peptide sequence is LTALGNHIYN. The MHC is Mamu-A02 with pseudo-sequence Mamu-A02. The binding affinity (normalized) is 0.435.